Dataset: CYP2C19 inhibition data for predicting drug metabolism from PubChem BioAssay. Task: Regression/Classification. Given a drug SMILES string, predict its absorption, distribution, metabolism, or excretion properties. Task type varies by dataset: regression for continuous measurements (e.g., permeability, clearance, half-life) or binary classification for categorical outcomes (e.g., BBB penetration, CYP inhibition). Dataset: cyp2c19_veith. The molecule is O=C(N/N=C1/C[C@@H](O)[C@@H](O)[C@H]2[C@@H]1CC[C@@H]1C(=O)N(C[C@@H]3CCCO3)C(=O)[C@H]12)OCc1ccccc1. The result is 0 (non-inhibitor).